This data is from Catalyst prediction with 721,799 reactions and 888 catalyst types from USPTO. The task is: Predict which catalyst facilitates the given reaction. (1) Reactant: [CH3:1][C:2]1([CH2:7][CH2:8][CH2:9][C:10]23[CH2:17][CH2:16][C:13]([C:18]([O:20]C)=[O:19])([CH2:14][CH2:15]2)[CH2:12][CH2:11]3)[O:6][CH2:5][CH2:4][O:3]1.CO.[OH-].[K+].Cl. Product: [CH3:1][C:2]1([CH2:7][CH2:8][CH2:9][C:10]23[CH2:11][CH2:12][C:13]([C:18]([OH:20])=[O:19])([CH2:16][CH2:17]2)[CH2:14][CH2:15]3)[O:6][CH2:5][CH2:4][O:3]1. The catalyst class is: 6. (2) Reactant: [CH2:1]([O:3][C:4]([C:6]1([CH2:9][NH:10][CH:11]([CH3:13])[CH3:12])[CH2:8][CH2:7]1)=[O:5])[CH3:2].C(=O)([O-])[O-].[K+].[K+].[Cl:20][C:21]1[N:26]=[C:25](Cl)[C:24]([N+:28]([O-:30])=[O:29])=[CH:23][N:22]=1. Product: [CH2:1]([O:3][C:4]([C:6]1([CH2:9][N:10]([C:23]2[C:24]([N+:28]([O-:30])=[O:29])=[CH:25][N:26]=[C:21]([Cl:20])[N:22]=2)[CH:11]([CH3:12])[CH3:13])[CH2:8][CH2:7]1)=[O:5])[CH3:2]. The catalyst class is: 21. (3) Reactant: [S:1]1[CH:5]=[CH:4][C:3]2[C:6](=[O:9])[CH2:7][CH2:8][C:2]1=2.[H-].[Na+].C1([O:18][C:19](=O)[C:20]2[CH:25]=[CH:24][C:23]([O:26][CH3:27])=[CH:22][C:21]=2[O:28][CH3:29])C=CC=CC=1.Cl. Product: [CH3:29][O:28][C:21]1[CH:22]=[C:23]([O:26][CH3:27])[CH:24]=[CH:25][C:20]=1[C:19]([CH:7]1[CH2:8][C:2]2[S:1][CH:5]=[CH:4][C:3]=2[C:6]1=[O:9])=[O:18]. The catalyst class is: 375.